Dataset: Full USPTO retrosynthesis dataset with 1.9M reactions from patents (1976-2016). Task: Predict the reactants needed to synthesize the given product. (1) Given the product [CH3:1][C:2]([CH3:22])([CH3:21])[CH2:3][NH:4][CH2:5][C@@H:6]([N:13]1[CH:17]=[C:16]([NH:18][C:37](=[O:38])[C@@H:36]([NH:35][CH:29]2[CH2:28][CH2:27][C:26]3[C:31](=[C:32]([F:34])[CH:33]=[C:24]([F:23])[CH:25]=3)[CH2:30]2)[CH2:40][CH2:41][CH3:42])[N:15]=[CH:14]1)[C:7]1[CH:12]=[CH:11][CH:10]=[CH:9][CH:8]=1, predict the reactants needed to synthesize it. The reactants are: [CH3:1][C:2]([CH3:22])([CH3:21])[CH2:3][NH:4][CH2:5][C@@H:6]([N:13]1[CH:17]=[C:16]([N+:18]([O-])=O)[N:15]=[CH:14]1)[C:7]1[CH:12]=[CH:11][CH:10]=[CH:9][CH:8]=1.[F:23][C:24]1[CH:25]=[C:26]2[C:31](=[C:32]([F:34])[CH:33]=1)[CH2:30][CH:29]([NH:35][C@@H:36]([CH2:40][CH2:41][CH3:42])[C:37](O)=[O:38])[CH2:28][CH2:27]2. (2) Given the product [CH3:1][C:2]1([C:11]2[CH:12]=[CH:13][C:8]([OH:14])=[CH:9][CH:10]=2)[CH2:6][CH2:5][CH2:4][CH2:3]1, predict the reactants needed to synthesize it. The reactants are: [CH3:1][C:2]1(O)[CH2:6][CH2:5][CH2:4][CH2:3]1.[C:8]1([OH:14])[CH:13]=[CH:12][CH:11]=[CH:10][CH:9]=1.[Al+3].[Cl-].[Cl-].[Cl-].Cl. (3) Given the product [Br:11][C:10]1[C:6]([C:4]([OH:5])=[O:3])=[N:7][N:8]([C:18]2[CH:23]=[CH:22][C:21]([Cl:24])=[CH:20][C:19]=2[Cl:25])[C:9]=1[C:12]1[Se:13][C:14]([Br:17])=[CH:15][CH:16]=1, predict the reactants needed to synthesize it. The reactants are: C([O:3][C:4]([C:6]1[C:10]([Br:11])=[C:9]([C:12]2[Se:13][C:14]([Br:17])=[CH:15][CH:16]=2)[N:8]([C:18]2[CH:23]=[CH:22][C:21]([Cl:24])=[CH:20][C:19]=2[Cl:25])[N:7]=1)=[O:5])C.[OH-].[K+].O.Cl. (4) Given the product [CH3:1][O:2][C:3]1[CH:4]=[CH:5][C:6]([N:9]2[CH:13]=[CH:12][CH:11]=[N:10]2)=[CH:7][CH:8]=1, predict the reactants needed to synthesize it. The reactants are: [CH3:1][O:2][C:3]1[CH:8]=[CH:7][C:6]([N:9]2[CH:13]=[CH:12][C:11](C(OCC)=O)=[N:10]2)=[CH:5][CH:4]=1.[OH-].[K+]. (5) Given the product [CH3:1][C:2]([N:11]1[CH2:16][CH2:15][CH:14]([NH:33][CH2:32][C:29]2[CH:28]=[CH:27][C:26]([C:23]3[CH:24]=[CH:25][C:20]([C:19]([F:18])([F:34])[F:35])=[CH:21][CH:22]=3)=[CH:31][CH:30]=2)[CH2:13][CH2:12]1)([CH3:10])[C:3]([O:5][C:6]([CH3:9])([CH3:8])[CH3:7])=[O:4], predict the reactants needed to synthesize it. The reactants are: [CH3:1][C:2]([N:11]1[CH2:16][CH2:15][C:14](=O)[CH2:13][CH2:12]1)([CH3:10])[C:3]([O:5][C:6]([CH3:9])([CH3:8])[CH3:7])=[O:4].[F:18][C:19]([F:35])([F:34])[C:20]1[CH:25]=[CH:24][C:23]([C:26]2[CH:31]=[CH:30][C:29]([CH2:32][NH2:33])=[CH:28][CH:27]=2)=[CH:22][CH:21]=1.C(O[BH-](OC(=O)C)OC(=O)C)(=O)C.[Na+].C(O)(=O)C.C(=O)([O-])[O-].[Na+].[Na+].